From a dataset of Forward reaction prediction with 1.9M reactions from USPTO patents (1976-2016). Predict the product of the given reaction. (1) Given the reactants [NH2:1][CH:2]=[C:3]([C:9]1[N:10]([CH2:19][C:20]2[CH:25]=[CH:24][C:23]([O:26][CH3:27])=[CH:22][CH:21]=2)[CH:11]=[CH:12][C:13]=1[C:14]([O:16]CC)=O)[C:4]([O:6][CH2:7][CH3:8])=[O:5].CC(C)([O-])C.[Na+].CN(C)C=O.O, predict the reaction product. The product is: [CH3:27][O:26][C:23]1[CH:22]=[CH:21][C:20]([CH2:19][N:10]2[C:9]3[C:3]([C:4]([O:6][CH2:7][CH3:8])=[O:5])=[CH:2][NH:1][C:14](=[O:16])[C:13]=3[CH:12]=[CH:11]2)=[CH:25][CH:24]=1. (2) Given the reactants [Cl:1][CH2:2][C:3]([C:5]1[CH:10]=[CH:9][CH:8]=[CH:7][CH:6]=1)=[O:4].[N:11]1([CH:17]([C:29]2[S:30][CH:31]=[CH:32][CH:33]=2)[C:18]([O:20][C@@H:21]2[CH:26]3[CH2:27][CH2:28][N:23]([CH2:24][CH2:25]3)[CH2:22]2)=[O:19])[CH2:16][CH2:15][CH2:14][CH2:13][CH2:12]1, predict the reaction product. The product is: [Cl-:1].[O:4]=[C:3]([C:5]1[CH:10]=[CH:9][CH:8]=[CH:7][CH:6]=1)[CH2:2][N+:23]12[CH2:24][CH2:25][CH:26]([CH2:27][CH2:28]1)[C@@H:21]([O:20][C:18](=[O:19])[CH:17]([N:11]1[CH2:12][CH2:13][CH2:14][CH2:15][CH2:16]1)[C:29]1[S:30][CH:31]=[CH:32][CH:33]=1)[CH2:22]2. (3) Given the reactants [Cl:1][C:2]1[CH:21]=[CH:20][C:19]([F:22])=[CH:18][C:3]=1[C:4]([NH:6][C:7]1[CH:15]=[CH:14][C:10]([C:11](O)=[O:12])=[CH:9][C:8]=1[O:16][CH3:17])=[O:5].CN(C=O)C.C(Cl)(=O)C([Cl:31])=O, predict the reaction product. The product is: [Cl:1][C:2]1[CH:21]=[CH:20][C:19]([F:22])=[CH:18][C:3]=1[C:4]([NH:6][C:7]1[CH:15]=[CH:14][C:10]([C:11]([Cl:31])=[O:12])=[CH:9][C:8]=1[O:16][CH3:17])=[O:5]. (4) Given the reactants [CH3:1][CH:2]1[C:7]2([C:15]3[C:10](=[CH:11][CH:12]=[CH:13][CH:14]=3)[NH:9][CH2:8]2)[CH2:6][CH2:5][N:4](CC2C=CC=CC=2)[CH2:3]1.[H][H], predict the reaction product. The product is: [CH3:1][CH:2]1[C:7]2([C:15]3[C:10](=[CH:11][CH:12]=[CH:13][CH:14]=3)[NH:9][CH2:8]2)[CH2:6][CH2:5][NH:4][CH2:3]1. (5) Given the reactants Br[C:2]1[C:3](=[O:13])[C:4]2[C:9]([C:10](=[O:12])[CH:11]=1)=[CH:8][CH:7]=[CH:6][CH:5]=2.[CH2:14]([NH2:17])[C:15]#[CH:16], predict the reaction product. The product is: [CH2:14]([NH:17][C:2]1[C:3](=[O:13])[C:4]2[C:9]([C:10](=[O:12])[CH:11]=1)=[CH:8][CH:7]=[CH:6][CH:5]=2)[C:15]#[CH:16]. (6) Given the reactants [OH-].[K+:2].[CH3:3][NH:4][CH2:5][CH2:6][S:7]([OH:10])(=[O:9])=[O:8], predict the reaction product. The product is: [K+:2].[CH3:3][NH:4][CH2:5][CH2:6][S:7]([O-:10])(=[O:9])=[O:8].